This data is from Reaction yield outcomes from USPTO patents with 853,638 reactions. The task is: Predict the reaction yield, written as a fraction of the theoretical maximum amount of product (1.0 means a 100% yield; for example, 0.34 means a 34% yield). (1) The reactants are [CH3:1][C:2]1[C:7](=[O:8])[N:6]2[CH2:9][CH2:10][S:11][C:5]2=[C:4]([N+:12]([O-:14])=[O:13])[C:3]=1OS(C(F)(F)F)(=O)=O.[F:23][C:24]1[CH:29]=[C:28]([Si:30]([CH3:33])([CH3:32])[CH3:31])[CH:27]=[CH:26][C:25]=1[NH2:34].P([O-])([O-])([O-])=O.[K+].[K+].[K+]. The catalyst is C1(C)C=CC=CC=1.CC1(C)C2C(=C(P(C3C=CC=CC=3)C3C=CC=CC=3)C=CC=2)OC2C(P(C3C=CC=CC=3)C3C=CC=CC=3)=CC=CC1=2. The product is [F:23][C:24]1[CH:29]=[C:28]([Si:30]([CH3:32])([CH3:31])[CH3:33])[CH:27]=[CH:26][C:25]=1[NH:34][C:3]1[C:4]([N+:12]([O-:14])=[O:13])=[C:5]2[S:11][CH2:10][CH2:9][N:6]2[C:7](=[O:8])[C:2]=1[CH3:1]. The yield is 0.760. (2) The reactants are [O:1]=[C:2]1[CH2:7][CH2:6][N:5](C(OC(C)(C)C)=O)[CH2:4][CH2:3]1.[Br:15]Br. The catalyst is C(Cl)(Cl)Cl. The product is [BrH:15].[Br:15][CH:7]1[C:2](=[O:1])[CH2:3][CH2:4][NH:5][CH2:6]1. The yield is 0.410. (3) The reactants are CS(Cl)(=O)=O.OCC[N:9](CCO)[S:10]([C:13]1[CH:18]=[CH:17][C:16](C)=[CH:15][CH:14]=1)(=[O:12])=[O:11].C(N(CC)CC)C. The catalyst is ClCCl. The product is [C:13]1([S:10]([NH2:9])(=[O:12])=[O:11])[CH:18]=[CH:17][CH:16]=[CH:15][CH:14]=1. The yield is 0.857. (4) The product is [CH2:8]([C:15]1([S:18]([NH2:21])(=[O:19])=[O:20])[CH2:17][CH2:16]1)[CH2:9][CH2:10][CH2:11][CH2:12][CH:13]=[CH2:14]. The catalyst is O. The yield is 0.920. The reactants are Cl.O1CCOCC1.[CH2:8]([C:15]1([S:18]([NH:21]C(=O)OC(C)(C)C)(=[O:20])=[O:19])[CH2:17][CH2:16]1)[CH2:9][CH2:10][CH2:11][CH2:12][CH:13]=[CH2:14]. (5) The reactants are C(O[C:4](=[O:9])[CH2:5][N+:6]([O-:8])=[O:7])C.[H-].[Na+].[H][H].[CH3:14][N:15]1C(=O)O[C:18](=[O:19])[C:17]2=[CH:23][CH:24]=[CH:25][CH:26]=[C:16]12.Cl. The catalyst is CC(N(C)C)=O. The product is [OH:19][C:18]1[C:17]2[C:16](=[CH:26][CH:25]=[CH:24][CH:23]=2)[N:15]([CH3:14])[C:4](=[O:9])[C:5]=1[N+:6]([O-:8])=[O:7]. The yield is 0.270. (6) The reactants are [NH2:1][C:2]1[N:3]=[CH:4][NH:5][C:6]=1[C:7]#[N:8].[CH:9](=O)[CH2:10][CH2:11][CH2:12][CH3:13].C([BH3-])#N.[Na+]. The catalyst is CO. The product is [CH2:9]([NH:1][C:2]1[N:3]=[CH:4][NH:5][C:6]=1[C:7]#[N:8])[CH2:10][CH2:11][CH2:12][CH3:13]. The yield is 0.700. (7) The reactants are [CH2:1]([O:8][C:9]1[C:10]([CH:16]=O)=[N:11][C:12]([CH3:15])=[CH:13][CH:14]=1)[C:2]1[CH:7]=[CH:6][CH:5]=[CH:4][CH:3]=1.Cl.NO.C([N:23](CC)CC)C.[N+](C1C=C2C(=O)OC(=O)C2=CC=1)([O-])=O. The catalyst is C(#N)C.O. The product is [CH2:1]([O:8][C:9]1[C:10]([C:16]#[N:23])=[N:11][C:12]([CH3:15])=[CH:13][CH:14]=1)[C:2]1[CH:7]=[CH:6][CH:5]=[CH:4][CH:3]=1. The yield is 0.540.